This data is from Reaction yield outcomes from USPTO patents with 853,638 reactions. The task is: Predict the reaction yield, written as a fraction of the theoretical maximum amount of product (1.0 means a 100% yield; for example, 0.34 means a 34% yield). (1) The reactants are Cl[C:2]1[CH:7]=[C:6]([CH:8]2[CH2:13][CH2:12][N:11]([CH:14]3[CH2:17][O:16][CH2:15]3)[CH2:10][CH2:9]2)[CH:5]=[C:4]([N:18]2[CH2:21][CH:20]([O:22][CH3:23])[CH2:19]2)[N:3]=1.CC1(C)C(C)(C)OB([C:32]2[CH:33]=[C:34]([C:39]([F:42])([F:41])[F:40])[C:35]([NH2:38])=[N:36][CH:37]=2)O1.C(=O)([O-])[O-].[Cs+].[Cs+]. The catalyst is O1CCOCC1.O.C1C=CC(P(C2C=CC=CC=2)[C-]2C=CC=C2)=CC=1.C1C=CC(P(C2C=CC=CC=2)[C-]2C=CC=C2)=CC=1.Cl[Pd]Cl.[Fe+2]. The product is [CH3:23][O:22][CH:20]1[CH2:21][N:18]([C:4]2[N:3]=[C:2]([C:32]3[CH:37]=[N:36][C:35]([NH2:38])=[C:34]([C:39]([F:42])([F:41])[F:40])[CH:33]=3)[CH:7]=[C:6]([CH:8]3[CH2:13][CH2:12][N:11]([CH:14]4[CH2:17][O:16][CH2:15]4)[CH2:10][CH2:9]3)[CH:5]=2)[CH2:19]1. The yield is 0.615. (2) The reactants are Br[C:2]1[CH:3]=[C:4]([CH:14]=[C:15]([N+:17]([O-:19])=[O:18])[CH:16]=1)[CH2:5][O:6][Si:7]([C:10]([CH3:13])([CH3:12])[CH3:11])([CH3:9])[CH3:8].[B:20]1([B:20]2[O:24][C:23]([CH3:26])([CH3:25])[C:22]([CH3:28])([CH3:27])[O:21]2)[O:24][C:23]([CH3:26])([CH3:25])[C:22]([CH3:28])([CH3:27])[O:21]1.C([O-])(=O)C.[K+]. The catalyst is O1CCOCC1. The product is [C:10]([Si:7]([CH3:9])([CH3:8])[O:6][CH2:5][C:4]1[CH:3]=[C:2]([B:20]2[O:24][C:23]([CH3:26])([CH3:25])[C:22]([CH3:28])([CH3:27])[O:21]2)[CH:16]=[C:15]([N+:17]([O-:19])=[O:18])[CH:14]=1)([CH3:13])([CH3:12])[CH3:11]. The yield is 0.800. (3) The reactants are [Br:1][C:2]1[CH:7]=[CH:6][C:5]([NH2:8])=[C:4]([F:9])[CH:3]=1.C[Si]([N-][Si](C)(C)C)(C)C.[Li+].Cl[C:21]1[N:22]([CH3:33])[C:23](=[O:32])[C:24]([CH3:31])=[CH:25][C:26]=1[C:27]([O:29][CH3:30])=[O:28]. The catalyst is C1COCC1. The product is [Br:1][C:2]1[CH:7]=[CH:6][C:5]([NH:8][C:21]2[N:22]([CH3:33])[C:23](=[O:32])[C:24]([CH3:31])=[CH:25][C:26]=2[C:27]([O:29][CH3:30])=[O:28])=[C:4]([F:9])[CH:3]=1. The yield is 0.840. (4) The reactants are [CH3:1][C:2]1[O:6][N:5]=[C:4]([C:7]2[CH:12]=[CH:11][CH:10]=[CH:9][CH:8]=2)[C:3]=1[CH2:13][OH:14].[Br:15][C:16]1[C:17](Cl)=[N:18][CH:19]=[C:20]([CH:25]=1)[C:21]([O:23][CH3:24])=[O:22]. No catalyst specified. The product is [CH3:24][O:23][C:21](=[O:22])[C:20]1[CH:25]=[C:16]([Br:15])[C:17]([O:14][CH2:13][C:3]2[C:4]([C:7]3[CH:12]=[CH:11][CH:10]=[CH:9][CH:8]=3)=[N:5][O:6][C:2]=2[CH3:1])=[N:18][CH:19]=1. The yield is 0.370. (5) The reactants are [CH3:1][C:2]1[O:6][N:5]=[C:4]([C:7]2[CH:12]=[CH:11][CH:10]=[CH:9][CH:8]=2)[C:3]=1NC.Cl[C:16]1[CH:25]=[CH:24][C:19]([C:20]([O:22][CH3:23])=[O:21])=[CH:18][N:17]=1.[CH:26]([N:29](CC)C(C)C)(C)C.CS(C)=O. The catalyst is C(OCC)(=O)C. The product is [CH3:23][O:22][C:20](=[O:21])[C:19]1[CH:24]=[CH:25][C:16]([NH:29][CH2:26][C:3]2[C:4]([C:7]3[CH:8]=[CH:9][CH:10]=[CH:11][CH:12]=3)=[N:5][O:6][C:2]=2[CH3:1])=[N:17][CH:18]=1. The yield is 0.460. (6) The reactants are F[C:2]1[CH:7]=[CH:6][CH:5]=[CH:4][C:3]=1[S:8]([NH:11][C:12]1[CH:21]=[CH:20][C:19]2[CH2:18][CH2:17][CH2:16][CH:15](C)[C:14]=2[C:13]=1[C:23]([O:25]C)=[O:24])(=[O:10])=[O:9].[F:27][C:28]([F:46])([F:45])[C:29]1[CH:34]=[CH:33][N:32]=[C:31]([N:35]2[CH2:40][CH2:39][N:38]([CH2:41][CH2:42][CH2:43][NH2:44])[CH2:37][CH2:36]2)[N:30]=1.P([O-])([O-])([O-])=O.[K+].[K+].[K+]. The catalyst is CN1CCCC1=O. The product is [F:46][C:28]([F:27])([F:45])[C:29]1[CH:34]=[CH:33][N:32]=[C:31]([N:35]2[CH2:40][CH2:39][N:38]([CH2:41][CH2:42][CH2:43][NH:44][C:2]3[CH:7]=[CH:6][CH:5]=[CH:4][C:3]=3[S:8]([NH:11][C:12]3[CH:21]=[CH:20][C:19]4[CH2:18][CH2:17][CH2:16][CH2:15][C:14]=4[C:13]=3[C:23]([OH:25])=[O:24])(=[O:9])=[O:10])[CH2:37][CH2:36]2)[N:30]=1. The yield is 0.360.